This data is from Reaction yield outcomes from USPTO patents with 853,638 reactions. The task is: Predict the reaction yield, written as a fraction of the theoretical maximum amount of product (1.0 means a 100% yield; for example, 0.34 means a 34% yield). (1) The reactants are [CH2:1]([O:8][CH2:9][CH2:10][N:11]1[C:16](=[O:17])[CH:15]=[N:14][N:13]([CH2:18][CH2:19][CH2:20][CH2:21]Cl)[C:12]1=[O:23])[C:2]1[CH:7]=[CH:6][CH:5]=[CH:4][CH:3]=1.[CH3:24][O:25][C:26]1[CH:31]=[CH:30][CH:29]=[CH:28][C:27]=1[N:32]1[CH2:37][CH2:36][NH:35][CH2:34][CH2:33]1.C(N(CC)CC)C. The catalyst is C(O)CCC. The product is [CH2:1]([O:8][CH2:9][CH2:10][N:11]1[C:16](=[O:17])[CH:15]=[N:14][N:13]([CH2:18][CH2:19][CH2:20][CH2:21][N:35]2[CH2:34][CH2:33][N:32]([C:27]3[CH:28]=[CH:29][CH:30]=[CH:31][C:26]=3[O:25][CH3:24])[CH2:37][CH2:36]2)[C:12]1=[O:23])[C:2]1[CH:7]=[CH:6][CH:5]=[CH:4][CH:3]=1. The yield is 0.600. (2) The reactants are [O:1]=[C:2]1[N:3]=[C:4]([NH:18][C:19]2[CH:24]=[CH:23][CH:22]=[CH:21][C:20]=2[NH:25][C:26](=O)[O:27]C(C)(C)C)[S:5]/[C:6]/1=[CH:7]\[C:8]1[CH:9]=[C:10]2[C:15](=[CH:16][CH:17]=1)[N:14]=[CH:13][CH:12]=[CH:11]2.FC(F)(F)C(O)=O.C(=O)([O-])[O-].[K+].[K+].C(Cl)(=O)[CH2:47][CH:48]([CH3:50])[CH3:49]. The catalyst is ClCCl.C(C(C)=O)C.C(OCC)(=O)C.O. The product is [CH3:47][CH:48]([CH3:50])[CH2:49][C:26]([NH:25][C:20]1[CH:21]=[CH:22][CH:23]=[CH:24][C:19]=1[NH:18][C:4]1[S:5]/[C:6](=[CH:7]\[C:8]2[CH:9]=[C:10]3[C:15](=[CH:16][CH:17]=2)[N:14]=[CH:13][CH:12]=[CH:11]3)/[C:2](=[O:1])[N:3]=1)=[O:27]. The yield is 0.330. (3) The yield is 0.320. The reactants are [CH2:1]([C:3]1[S:4][C:5]([C:15]2[CH:20]=[CH:19][N:18]=[C:17](I)[CH:16]=2)=[C:6]([C:8]2[CH:13]=[CH:12][CH:11]=[C:10]([CH3:14])[CH:9]=2)[N:7]=1)[CH3:2].[CH:22]1([S:27]([C:30]2[CH:35]=[CH:34][CH:33]=[CH:32][CH:31]=2)(=[NH:29])=[O:28])[CH2:26][CH2:25][CH2:24][CH2:23]1.CNCCNC.C(=O)([O-])[O-].[Cs+].[Cs+]. The product is [CH:22]1([S:27]([C:30]2[CH:35]=[CH:34][CH:33]=[CH:32][CH:31]=2)(=[N:29][C:17]2[CH:16]=[C:15]([C:5]3[S:4][C:3]([CH2:1][CH3:2])=[N:7][C:6]=3[C:8]3[CH:13]=[CH:12][CH:11]=[C:10]([CH3:14])[CH:9]=3)[CH:20]=[CH:19][N:18]=2)=[O:28])[CH2:26][CH2:25][CH2:24][CH2:23]1. The catalyst is C1(C)C=CC=CC=1.[Cu]I.O. (4) The yield is 0.170. The product is [CH3:26][C@H:27]1[CH2:31][CH2:30][CH2:29][N:28]1[C:2]1[N:7]2[CH:8]=[C:9]([CH2:11][N:12]3[C@H:25]4[C@H:16]([CH2:17][CH2:18][C:19]5[C:24]4=[N:23][CH:22]=[CH:21][CH:20]=5)[CH2:15][CH2:14][CH2:13]3)[N:10]=[C:6]2[CH:5]=[CH:4][CH:3]=1. The reactants are F[C:2]1[N:7]2[CH:8]=[C:9]([CH2:11][N:12]3[C@H:25]4[C@H:16]([CH2:17][CH2:18][C:19]5[C:24]4=[N:23][CH:22]=[CH:21][CH:20]=5)[CH2:15][CH2:14][CH2:13]3)[N:10]=[C:6]2[CH:5]=[CH:4][CH:3]=1.[CH3:26][C@H:27]1[CH2:31][CH2:30][CH2:29][NH:28]1. The catalyst is C(O)C.